This data is from Full USPTO retrosynthesis dataset with 1.9M reactions from patents (1976-2016). The task is: Predict the reactants needed to synthesize the given product. (1) Given the product [Br:1][C:2]1[CH:3]=[CH:4][C:5]([C:8]2[CH:13]=[CH:12][C:11]([CH2:21][CH2:20][CH:19]([CH3:18])[CH2:24][CH2:25][CH2:26][CH:27]([CH3:29])[CH3:28])=[CH:10][CH:9]=2)=[CH:6][CH:7]=1, predict the reactants needed to synthesize it. The reactants are: [Br:1][C:2]1[CH:7]=[CH:6][C:5]([C:8]2[CH:13]=[CH:12][CH:11]=[CH:10][CH:9]=2)=[CH:4][CH:3]=1.[Cl-].[Al+3].[Cl-].[Cl-].[CH3:18][CH:19]([CH2:24][CH2:25][CH2:26][CH:27]([CH3:29])[CH3:28])[CH2:20][C:21](Cl)=O.C([SiH](CC)CC)C. (2) Given the product [F:11][C:12]1[CH:13]=[CH:14][C:15]([N:18]2[CH2:23][CH2:22][N:21]([C:6](=[O:7])[C:29]3[CH:24]=[CH:25][N:26]=[CH:27][CH:28]=3)[CH2:20][CH2:19]2)=[CH:16][CH:17]=1, predict the reactants needed to synthesize it. The reactants are: CC1C=CC([C:6](O)=[O:7])=CN=1.[F:11][C:12]1[CH:17]=[CH:16][C:15]([N:18]2[CH2:23][CH2:22][NH:21][CH2:20][CH2:19]2)=[CH:14][CH:13]=1.[CH3:24][CH:25]1[CH2:29][CH2:28][CH2:27][NH:26]1. (3) The reactants are: [NH2:1][C:2]1[CH:9]=[CH:8][C:5]([C:6]#[N:7])=[C:4]([C:10]([F:13])([F:12])[F:11])[CH:3]=1.O.C1(C)C=CC(S(O)(=O)=O)=CC=1.CO.[I:28]N1C(=O)CCC1=O. Given the product [NH2:1][C:2]1[C:9]([I:28])=[CH:8][C:5]([C:6]#[N:7])=[C:4]([C:10]([F:11])([F:12])[F:13])[CH:3]=1, predict the reactants needed to synthesize it. (4) Given the product [F:28][C:25]1[CH:26]=[CH:27][C:22]([C@H:19]([O:20][CH3:21])[CH2:18][C@H:13]([CH2:12][CH2:11][CH2:10][CH2:9][OH:8])[C:14]([O:16][CH3:17])=[O:15])=[CH:23][CH:24]=1, predict the reactants needed to synthesize it. The reactants are: C([O:8][CH2:9][CH:10]=[CH:11][CH2:12][C@@H:13]([CH2:18][C@H:19]([C:22]1[CH:27]=[CH:26][C:25]([F:28])=[CH:24][CH:23]=1)[O:20][CH3:21])[C:14]([O:16][CH3:17])=[O:15])C1C=CC=CC=1.[H][H]. (5) Given the product [CH3:1][O:2][C:3](=[O:39])[CH2:4][CH2:5][C:6]([N:8]([C:9]1[CH:10]=[CH:11][C:12]([C:15]([N:17]2[C:26]3[C:21](=[CH:22][CH:23]=[CH:24][CH:25]=3)[C@H:20]([N:27]([C:35](=[O:37])[CH3:36])[C:28]3[CH:29]=[CH:30][C:31]([Cl:34])=[CH:32][CH:33]=3)[CH2:19][C@@H:18]2[CH3:38])=[O:16])=[CH:13][CH:14]=1)[CH3:43])=[O:7], predict the reactants needed to synthesize it. The reactants are: [CH3:1][O:2][C:3](=[O:39])[CH2:4][CH2:5][C:6]([NH:8][C:9]1[CH:14]=[CH:13][C:12]([C:15]([N:17]2[C:26]3[C:21](=[CH:22][CH:23]=[CH:24][CH:25]=3)[C@H:20]([N:27]([C:35](=[O:37])[CH3:36])[C:28]3[CH:33]=[CH:32][C:31]([Cl:34])=[CH:30][CH:29]=3)[CH2:19][C@@H:18]2[CH3:38])=[O:16])=[CH:11][CH:10]=1)=[O:7].[H-].[Na+].I[CH3:43]. (6) Given the product [C:1]([C:3](=[C:8]([NH:17][C:15](=[O:16])[C:14]([CH3:19])([CH3:18])[CH3:13])[S:9][CH3:10])[C:4]([O:6][CH3:7])=[O:5])#[N:2], predict the reactants needed to synthesize it. The reactants are: [C:1]([C:3](=[C:8](SC)[S:9][CH3:10])[C:4]([O:6][CH3:7])=[O:5])#[N:2].[CH3:13][C:14]([CH3:19])([CH3:18])[C:15]([NH2:17])=[O:16].[H-].[Na+].Cl.